Dataset: Reaction yield outcomes from USPTO patents with 853,638 reactions. Task: Predict the reaction yield, written as a fraction of the theoretical maximum amount of product (1.0 means a 100% yield; for example, 0.34 means a 34% yield). (1) The yield is 0.919. The catalyst is O1CCCC1.O. The product is [CH:6]1([CH2:5][CH:4]([C:11]2[CH:16]=[CH:15][CH:14]=[C:13]([N+:17]([O-:19])=[O:18])[CH:12]=2)[C:3]([OH:20])=[O:2])[CH2:10][CH2:9][CH2:8][CH2:7]1. The reactants are C[O:2][C:3](=[O:20])[CH:4]([C:11]1[CH:16]=[CH:15][CH:14]=[C:13]([N+:17]([O-:19])=[O:18])[CH:12]=1)[CH2:5][CH:6]1[CH2:10][CH2:9][CH2:8][CH2:7]1.[OH-].[Li+]. (2) The reactants are [CH3:1][N:2]1[CH:10]=[C:9]2[C:4]([C:5]([CH3:15])=[CH:6][C:7]([C:11]([O:13]C)=[O:12])=[CH:8]2)=[N:3]1.[Li+].[OH-]. The catalyst is CO.O. The product is [CH3:1][N:2]1[CH:10]=[C:9]2[C:4]([C:5]([CH3:15])=[CH:6][C:7]([C:11]([OH:13])=[O:12])=[CH:8]2)=[N:3]1. The yield is 1.07. (3) The reactants are [CH3:1][O:2][C:3]([C:5]1[CH:10]=[CH:9][C:8]([N:11]=[C:12]=S)=[CH:7][CH:6]=1)=[O:4].[C:14]([O:18][C:19](=[O:45])[NH:20][CH2:21][CH2:22][CH2:23][NH:24][C:25]1[CH:30]=[C:29]([C:31]([N:33]([CH2:39][CH2:40][CH:41]([CH3:43])[CH3:42])[CH2:34][CH2:35][CH:36]([CH3:38])[CH3:37])=[O:32])[CH:28]=[CH:27][C:26]=1[NH2:44])([CH3:17])([CH3:16])[CH3:15]. The catalyst is O1CCCC1. The product is [CH3:42][CH:41]([CH3:43])[CH2:40][CH2:39][N:33]([CH2:34][CH2:35][CH:36]([CH3:38])[CH3:37])[C:31]([C:29]1[CH:28]=[CH:27][C:26]2[N:44]=[C:12]([NH:11][C:8]3[CH:9]=[CH:10][C:5]([C:3]([O:2][CH3:1])=[O:4])=[CH:6][CH:7]=3)[N:24]([CH2:23][CH2:22][CH2:21][NH:20][C:19]([O:18][C:14]([CH3:17])([CH3:15])[CH3:16])=[O:45])[C:25]=2[CH:30]=1)=[O:32]. The yield is 0.600. (4) The reactants are [H-].[Na+].[Cl:3][C:4]1[C:13]2[C:8](=[CH:9][CH:10]=[CH:11][CH:12]=2)[C:7](=[O:14])[NH:6][N:5]=1.[CH2:15](Br)[C:16]1[CH:21]=[CH:20][CH:19]=[CH:18][CH:17]=1. The catalyst is CN(C=O)C.C(OCC)(=O)C. The product is [CH2:15]([N:6]1[N:5]=[C:4]([Cl:3])[C:13]2[C:8](=[CH:9][CH:10]=[CH:11][CH:12]=2)[C:7]1=[O:14])[C:16]1[CH:21]=[CH:20][CH:19]=[CH:18][CH:17]=1. The yield is 0.900. (5) The reactants are [NH2:1][CH2:2][CH2:3][C:4]1[CH:19]=[CH:18][C:7]([O:8][C:9]2[N:14]=[C:13]([C:15]([NH2:17])=[O:16])[CH:12]=[CH:11][CH:10]=2)=[CH:6][CH:5]=1.[CH:20](=O)[C:21]1[CH:26]=[CH:25][CH:24]=[CH:23][CH:22]=1.[BH4-].[Na+]. The catalyst is CO. The product is [CH2:20]([NH:1][CH2:2][CH2:3][C:4]1[CH:19]=[CH:18][C:7]([O:8][C:9]2[N:14]=[C:13]([C:15]([NH2:17])=[O:16])[CH:12]=[CH:11][CH:10]=2)=[CH:6][CH:5]=1)[C:21]1[CH:26]=[CH:25][CH:24]=[CH:23][CH:22]=1. The yield is 0.154. (6) The reactants are [F:1][CH2:2][C@H:3]1[CH2:7][N:6]([C@@H:8]([C:10]2[CH:15]=[CH:14][CH:13]=[CH:12][CH:11]=2)[CH3:9])[C:5](=[O:16])[C@:4]1([CH3:22])[C:17]([O:19][CH2:20][CH3:21])=[O:18].IC.C[Si]([N-][Si](C)(C)C)(C)C.[K+].[Cl-].[NH4+]. The catalyst is O1CCCC1. The product is [F:1][CH2:2][C@H:3]1[CH2:7][N:6]([C@@H:8]([C:10]2[CH:11]=[CH:12][CH:13]=[CH:14][CH:15]=2)[CH3:9])[C:5](=[O:16])[C@@:4]1([CH3:22])[C:17]([O:19][CH2:20][CH3:21])=[O:18]. The yield is 0.830.